From a dataset of Full USPTO retrosynthesis dataset with 1.9M reactions from patents (1976-2016). Predict the reactants needed to synthesize the given product. Given the product [F:12][C:9]([F:10])([F:11])[C:7]1[CH:6]=[C:5]([C:13]2[N:14]=[CH:15][N:16](/[CH:18]=[CH:19]\[C:20]([OH:22])=[O:21])[CH:17]=2)[CH:4]=[C:3]([C:2]([F:1])([F:27])[F:26])[CH:8]=1, predict the reactants needed to synthesize it. The reactants are: [F:1][C:2]([F:27])([F:26])[C:3]1[CH:4]=[C:5]([C:13]2[N:14]=[CH:15][N:16](/[CH:18]=[CH:19]\[C:20]([O:22]C(C)C)=[O:21])[CH:17]=2)[CH:6]=[C:7]([C:9]([F:12])([F:11])[F:10])[CH:8]=1.O.O[Li].O.Cl.